Task: Predict the reactants needed to synthesize the given product.. Dataset: Full USPTO retrosynthesis dataset with 1.9M reactions from patents (1976-2016) (1) Given the product [Cl:21][C:22]1[CH:27]=[CH:26][CH:25]=[C:24]([Cl:28])[C:23]=1[NH:29][C:30](=[O:31])[N:17]([C:15]1[CH:16]=[C:11]([NH:10][C:7]2[CH:8]=[CH:9][C:4]([N:3]([CH2:1][CH3:2])[CH2:19][CH3:20])=[CH:5][CH:6]=2)[N:12]=[CH:13][N:14]=1)[CH3:18], predict the reactants needed to synthesize it. The reactants are: [CH2:1]([N:3]([CH2:19][CH3:20])[C:4]1[CH:9]=[CH:8][C:7]([NH:10][C:11]2[CH:16]=[C:15]([NH:17][CH3:18])[N:14]=[CH:13][N:12]=2)=[CH:6][CH:5]=1)[CH3:2].[Cl:21][C:22]1[CH:27]=[CH:26][CH:25]=[C:24]([Cl:28])[C:23]=1[N:29]=[C:30]=[O:31]. (2) Given the product [Br:19][C:17]1[CH:16]=[CH:15][N:14]=[C:13]([C:6]2[CH:7]=[CH:8][C:3]([CH:1]=[O:2])=[CH:4][CH:5]=2)[CH:18]=1, predict the reactants needed to synthesize it. The reactants are: [CH:1]([C:3]1[CH:8]=[CH:7][C:6](B(O)O)=[CH:5][CH:4]=1)=[O:2].Br[C:13]1[CH:18]=[C:17]([Br:19])[CH:16]=[CH:15][N:14]=1. (3) Given the product [CH2:30]([O:3][C:4]1[C:9]([C:10]([O:12][C:13]2[CH:18]=[CH:17][CH:16]=[CH:15][CH:14]=2)=[O:11])=[C:8]([CH3:19])[C:7]([C:20]([F:21])([F:22])[F:23])=[CH:6][CH:5]=1)[C:27]1[CH:28]=[CH:29][CH:24]=[CH:25][CH:26]=1, predict the reactants needed to synthesize it. The reactants are: [H-].[Na+].[OH:3][C:4]1[C:9]([C:10]([O:12][C:13]2[CH:18]=[CH:17][CH:16]=[CH:15][CH:14]=2)=[O:11])=[C:8]([CH3:19])[C:7]([C:20]([F:23])([F:22])[F:21])=[CH:6][CH:5]=1.[CH:24]1[CH:29]=[CH:28][C:27]([CH2:30]Br)=[CH:26][CH:25]=1. (4) The reactants are: [CH3:1][O:2][C:3](=[O:40])[C:4]1[CH:9]=[C:8]([CH3:10])[CH:7]=[C:6]([NH:11][C:12]([C:14]2[C:19]([F:20])=[C:18]([F:21])[C:17]([C:22]3[CH:27]=[CH:26][C:25]([C:28]([CH3:36])([CH3:35])[O:29][SiH2:30][C:31]([CH3:34])([CH3:33])[CH3:32])=[CH:24][CH:23]=3)=[C:16]([F:37])[C:15]=2[F:38])=O)[C:5]=1[NH2:39]. Given the product [CH3:1][O:2][C:3]([C:4]1[C:5]2[N:39]=[C:12]([C:14]3[C:15]([F:38])=[C:16]([F:37])[C:17]([C:22]4[CH:27]=[CH:26][C:25]([C:28]([CH3:36])([CH3:35])[O:29][SiH2:30][C:31]([CH3:32])([CH3:33])[CH3:34])=[CH:24][CH:23]=4)=[C:18]([F:21])[C:19]=3[F:20])[NH:11][C:6]=2[CH:7]=[C:8]([CH3:10])[CH:9]=1)=[O:40], predict the reactants needed to synthesize it.